From a dataset of Forward reaction prediction with 1.9M reactions from USPTO patents (1976-2016). Predict the product of the given reaction. (1) Given the reactants [O:1]1[CH2:6][CH2:5][N:4]([C:7]2[CH:13]=[CH:12][C:10]([NH2:11])=[CH:9][CH:8]=2)[CH2:3][CH2:2]1.[F:14][C:15]([F:36])([F:35])[O:16][C:17]1[CH:34]=[CH:33][C:20]2[NH:21][C:22]([C:24]3[CH:32]=[CH:31][C:27]([C:28]([O-])=[O:29])=[CH:26][CH:25]=3)=[N:23][C:19]=2[CH:18]=1, predict the reaction product. The product is: [F:36][C:15]([F:14])([F:35])[O:16][C:17]1[CH:34]=[CH:33][C:20]2[NH:21][C:22]([C:24]3[CH:32]=[CH:31][C:27]([C:28]([NH:11][C:10]4[CH:12]=[CH:13][C:7]([N:4]5[CH2:3][CH2:2][O:1][CH2:6][CH2:5]5)=[CH:8][CH:9]=4)=[O:29])=[CH:26][CH:25]=3)=[N:23][C:19]=2[CH:18]=1. (2) Given the reactants [OH:1][CH2:2][CH2:3][NH:4][C:5](=[O:11])[O:6][C:7]([CH3:10])([CH3:9])[CH3:8].C1(P(C2C=CC=CC=2)C2C=CC=CC=2)C=CC=CC=1.O[N:32]1[C:36](=[O:37])[C:35]2=[CH:38][CH:39]=[CH:40][CH:41]=[C:34]2[C:33]1=[O:42].N(C(OCC)=O)=NC(OCC)=O, predict the reaction product. The product is: [O:42]=[C:33]1[C:34]2[C:35](=[CH:38][CH:39]=[CH:40][CH:41]=2)[C:36](=[O:37])[N:32]1[O:1][CH2:2][CH2:3][NH:4][C:5](=[O:11])[O:6][C:7]([CH3:8])([CH3:10])[CH3:9]. (3) The product is: [OH:8][CH2:9][C:10]([N:12]([CH3:13])[CH2:14][C@H:15]([O:17][C:18]1[CH:27]=[CH:26][CH:25]=[C:24]2[C:19]=1[C:20]([NH:28][C:29]1[CH:34]=[CH:33][C:32]([O:35][CH2:2][C:3]3[N:4]=[CH:5][S:6][CH:7]=3)=[C:31]([CH3:36])[CH:30]=1)=[N:21][CH:22]=[N:23]2)[CH3:16])=[O:11]. Given the reactants Cl[CH2:2][C:3]1[N:4]=[CH:5][S:6][CH:7]=1.[OH:8][CH2:9][C:10]([N:12]([CH2:14][C@H:15]([O:17][C:18]1[CH:27]=[CH:26][CH:25]=[C:24]2[C:19]=1[C:20]([NH:28][C:29]1[CH:34]=[CH:33][C:32]([OH:35])=[C:31]([CH3:36])[CH:30]=1)=[N:21][CH:22]=[N:23]2)[CH3:16])[CH3:13])=[O:11], predict the reaction product. (4) Given the reactants [C:1]([O:5][C:6](=[O:38])[N:7]([CH3:37])[CH:8]([C:10](=[O:36])[NH:11][CH:12]1C(=O)N2C(C(=O)NC3C4C(=CC=CC=4)CCC3)CCC2C[CH2:14][CH2:13]1)[CH3:9])([CH3:4])([CH3:3])[CH3:2].C1C=CC2N([OH:48])N=NC=2C=1.CCN=[C:52]=[N:53][CH2:54][CH2:55][CH2:56][N:57]([CH3:59])C.[C:60](N(C)[C@H](C(O)=O)C)([O:62][C:63](C)(C)C)=[O:61].C(N(C(C)C)C(C)C)C, predict the reaction product. The product is: [CH3:63][O:62][C:60]([CH:56]1[N:57]2[C:59](=[O:48])[CH:12]([NH:11][C:10](=[O:36])[CH:8]([N:7]([C:6]([O:5][C:1]([CH3:2])([CH3:3])[CH3:4])=[O:38])[CH3:37])[CH3:9])[CH2:13][CH2:14][CH2:52][N:53]2[CH2:54][CH2:55]1)=[O:61]. (5) Given the reactants C[O:2][C:3]1[CH:12]=[CH:11][CH:10]=[C:9]2[C:4]=1[C:5]([NH:13][C:14]1[CH:19]=[CH:18][C:17]([O:20][C:21]3[CH:22]=[N:23][C:24]([CH3:27])=[CH:25][CH:26]=3)=[C:16]([CH3:28])[CH:15]=1)=[N:6][CH:7]=[N:8]2.Cl.N1C=CC=CC=1, predict the reaction product. The product is: [OH:2][C:3]1[CH:12]=[CH:11][CH:10]=[C:9]2[C:4]=1[C:5]([NH:13][C:14]1[CH:19]=[CH:18][C:17]([O:20][C:21]3[CH:22]=[N:23][C:24]([CH3:27])=[CH:25][CH:26]=3)=[C:16]([CH3:28])[CH:15]=1)=[N:6][CH:7]=[N:8]2. (6) Given the reactants [S:1]1[CH:5]=[C:4]([CH:6]=[O:7])[C:3]2[CH:8]=[CH:9][CH:10]=[CH:11][C:2]1=2.[Li+].[Cl-].[Cl:14][C:15]1[CH:20]=[CH:19][C:18](I)=[CH:17][CH:16]=1, predict the reaction product. The product is: [Cl:14][C:15]1[CH:20]=[CH:19][C:18]([C:5]2[S:1][C:2]3[CH:11]=[CH:10][CH:9]=[CH:8][C:3]=3[C:4]=2[CH:6]=[O:7])=[CH:17][CH:16]=1. (7) Given the reactants [F:1][C:2]1[CH:8]=[CH:7][CH:6]=[C:5]([CH3:9])[C:3]=1[NH2:4].C1C(=O)N([Cl:17])C(=O)C1.O.C(OCC)(=O)C, predict the reaction product. The product is: [Cl:17][C:7]1[CH:6]=[C:5]([CH3:9])[C:3]([NH2:4])=[C:2]([F:1])[CH:8]=1.